This data is from Peptide-MHC class I binding affinity with 185,985 pairs from IEDB/IMGT. The task is: Regression. Given a peptide amino acid sequence and an MHC pseudo amino acid sequence, predict their binding affinity value. This is MHC class I binding data. (1) The peptide sequence is RLYELIGSV. The MHC is HLA-B15:42 with pseudo-sequence HLA-B15:42. The binding affinity (normalized) is 0.213. (2) The peptide sequence is AMITYITRK. The MHC is HLA-A02:01 with pseudo-sequence HLA-A02:01. The binding affinity (normalized) is 0.0847.